Dataset: Full USPTO retrosynthesis dataset with 1.9M reactions from patents (1976-2016). Task: Predict the reactants needed to synthesize the given product. (1) Given the product [F:11][C:12]1[CH:28]=[CH:27][CH:26]=[C:25]([F:29])[C:13]=1[CH2:14][O:15][C:16]1[C:17]2[N:18]([C:5]([C:4]([O:3][CH2:1][CH3:2])=[O:10])=[C:6]([CH3:8])[N:24]=2)[CH:19]=[C:20]([O:22][CH3:23])[CH:21]=1, predict the reactants needed to synthesize it. The reactants are: [CH2:1]([O:3][C:4](=[O:10])[CH:5](Cl)[C:6]([CH3:8])=O)[CH3:2].[F:11][C:12]1[CH:28]=[CH:27][CH:26]=[C:25]([F:29])[C:13]=1[CH2:14][O:15][C:16]1[C:17]([NH2:24])=[N:18][CH:19]=[C:20]([O:22][CH3:23])[CH:21]=1. (2) Given the product [CH:32]1([N:31]2[CH:29]3[CH2:28][CH2:27][CH:26]2[CH:25]=[C:24]([C:21]2[CH:20]=[CH:19][C:18]([N+:15]([O-:17])=[O:16])=[CH:23][CH:22]=2)[CH2:30]3)[CH2:37][CH2:36][CH2:35][CH2:34][CH2:33]1, predict the reactants needed to synthesize it. The reactants are: C(O[BH-](OC(=O)C)OC(=O)C)(=O)C.[Na+].[N+:15]([C:18]1[CH:23]=[CH:22][C:21]([C:24]2[CH2:30][CH:29]3[NH:31][CH:26]([CH2:27][CH2:28]3)[CH:25]=2)=[CH:20][CH:19]=1)([O-:17])=[O:16].[C:32]1(=O)[CH2:37][CH2:36][CH2:35][CH2:34][CH2:33]1.C([O-])(O)=O.[Na+]. (3) Given the product [C:32]([C:34]1[C:35]([N:47]2[CH2:48][CH2:49][CH:50]([C:53]([NH:67][S:64]([CH2:63][C:59]3[CH:60]=[CH:61][CH:62]=[C:57]([CH3:56])[CH:58]=3)(=[O:65])=[O:66])=[O:54])[CH2:51][CH2:52]2)=[N:36][C:37]([CH3:46])=[C:38]([CH:39]=1)[C:40]([O:42][CH:43]([CH3:45])[CH3:44])=[O:41])#[N:33], predict the reactants needed to synthesize it. The reactants are: CN(C(ON1N=NC2C=CC=CC1=2)=[N+](C)C)C.[B-](F)(F)(F)F.CCN(C(C)C)C(C)C.[C:32]([C:34]1[C:35]([N:47]2[CH2:52][CH2:51][CH:50]([C:53](O)=[O:54])[CH2:49][CH2:48]2)=[N:36][C:37]([CH3:46])=[C:38]([C:40]([O:42][CH:43]([CH3:45])[CH3:44])=[O:41])[CH:39]=1)#[N:33].[CH3:56][C:57]1[CH:58]=[C:59]([CH2:63][S:64]([NH2:67])(=[O:66])=[O:65])[CH:60]=[CH:61][CH:62]=1.C([O-])(O)=O.[Na+]. (4) Given the product [CH3:21][N:2]([CH3:1])[C:3]1[CH:20]=[CH:19][C:6]2[CH:7]=[C:8]([C:12]([C:13]3[C:14](=[O:15])[O:16][C:17]4[CH:31]=[C:24]([N:23]([CH3:33])[CH3:22])[CH:25]=[CH:26][C:27]=4[CH:28]=3)=[O:18])[C:9](=[O:11])[O:10][C:5]=2[CH:4]=1, predict the reactants needed to synthesize it. The reactants are: [CH3:1][N:2]([CH3:21])[C:3]1[CH:20]=[CH:19][C:6]2[CH:7]=[C:8]([C:12](=[O:18])[CH2:13][C:14]([O:16][CH3:17])=[O:15])[C:9](=[O:11])[O:10][C:5]=2[CH:4]=1.[CH3:22][N:23]([CH3:33])[C:24]1[CH:31]=C[C:27]([CH:28]=O)=[C:26](O)[CH:25]=1. (5) Given the product [NH:23]1[C:31]2[C:26](=[CH:27][CH:28]=[CH:29][CH:30]=2)[C:25]([C:32]2[N:33]=[N:34][N:35]([C:37]3[CH:45]=[CH:44][C:40]([C:41]([N:55]4[CH2:59][CH2:58][CH:57]([OH:60])[CH2:56]4)=[O:43])=[CH:39][CH:38]=3)[CH:36]=2)=[N:24]1, predict the reactants needed to synthesize it. The reactants are: CN(C(ON1N=NC2C=CC=CC1=2)=[N+](C)C)C.[B-](F)(F)(F)F.[NH:23]1[C:31]2[C:26](=[CH:27][CH:28]=[CH:29][CH:30]=2)[C:25]([C:32]2[N:33]=[N:34][N:35]([C:37]3[CH:45]=[CH:44][C:40]([C:41]([OH:43])=O)=[CH:39][CH:38]=3)[CH:36]=2)=[N:24]1.CCN(C(C)C)C(C)C.[NH:55]1[CH2:59][CH2:58][CH:57]([OH:60])[CH2:56]1. (6) Given the product [Cl:23][C:21]1[CH:22]=[C:17]([NH2:16])[CH:18]=[C:19]([Cl:25])[C:20]=1[O:24][C:2]1[S:3][C:4]2[CH:10]=[C:9]([O:11][C:12]([F:15])([F:14])[F:13])[CH:8]=[CH:7][C:5]=2[N:6]=1, predict the reactants needed to synthesize it. The reactants are: Cl[C:2]1[S:3][C:4]2[CH:10]=[C:9]([O:11][C:12]([F:15])([F:14])[F:13])[CH:8]=[CH:7][C:5]=2[N:6]=1.[NH2:16][C:17]1[CH:22]=[C:21]([Cl:23])[C:20]([OH:24])=[C:19]([Cl:25])[CH:18]=1. (7) Given the product [N:23]1[NH:24][N:25]=[N:26][C:22]=1[C:20]1[CH:19]=[CH:18][C:17]2[N:13]([CH2:12][C:10]3[CH:9]=[CH:8][C:6]4[N:7]=[C:3]([S:2][CH3:1])[S:4][C:5]=4[CH:11]=3)[CH:14]=[N:15][C:16]=2[CH:21]=1, predict the reactants needed to synthesize it. The reactants are: [CH3:1][S:2][C:3]1[S:4][C:5]2[CH:11]=[C:10]([CH2:12][N:13]3[C:17]4[CH:18]=[CH:19][C:20]([C:22]#[N:23])=[CH:21][C:16]=4[N:15]=[CH:14]3)[CH:9]=[CH:8][C:6]=2[N:7]=1.[N-:24]=[N+:25]=[N-:26].[Na+].[Cl-].[NH4+].